This data is from NCI-60 drug combinations with 297,098 pairs across 59 cell lines. The task is: Regression. Given two drug SMILES strings and cell line genomic features, predict the synergy score measuring deviation from expected non-interaction effect. (1) Drug 1: C1=CC(=CC=C1C#N)C(C2=CC=C(C=C2)C#N)N3C=NC=N3. Drug 2: COC1=NC(=NC2=C1N=CN2C3C(C(C(O3)CO)O)O)N. Cell line: ACHN. Synergy scores: CSS=-6.01, Synergy_ZIP=8.42, Synergy_Bliss=4.89, Synergy_Loewe=-8.74, Synergy_HSA=-8.62. (2) Cell line: UO-31. Drug 1: C1CN1C2=NC(=NC(=N2)N3CC3)N4CC4. Drug 2: CC1C(C(CC(O1)OC2CC(OC(C2O)C)OC3=CC4=CC5=C(C(=O)C(C(C5)C(C(=O)C(C(C)O)O)OC)OC6CC(C(C(O6)C)O)OC7CC(C(C(O7)C)O)OC8CC(C(C(O8)C)O)(C)O)C(=C4C(=C3C)O)O)O)O. Synergy scores: CSS=49.4, Synergy_ZIP=-5.67, Synergy_Bliss=-0.874, Synergy_Loewe=-1.11, Synergy_HSA=-0.402. (3) Drug 1: CCN(CC)CCCC(C)NC1=C2C=C(C=CC2=NC3=C1C=CC(=C3)Cl)OC. Cell line: CAKI-1. Drug 2: C1CCC(C(C1)N)N.C(=O)(C(=O)[O-])[O-].[Pt+4]. Synergy scores: CSS=25.8, Synergy_ZIP=-10.6, Synergy_Bliss=-3.30, Synergy_Loewe=-4.76, Synergy_HSA=-0.855. (4) Drug 1: CS(=O)(=O)C1=CC(=C(C=C1)C(=O)NC2=CC(=C(C=C2)Cl)C3=CC=CC=N3)Cl. Drug 2: CC(CN1CC(=O)NC(=O)C1)N2CC(=O)NC(=O)C2. Cell line: OVCAR-4. Synergy scores: CSS=4.72, Synergy_ZIP=-3.40, Synergy_Bliss=-5.12, Synergy_Loewe=-4.63, Synergy_HSA=-4.43. (5) Drug 1: CC1=CC2C(CCC3(C2CCC3(C(=O)C)OC(=O)C)C)C4(C1=CC(=O)CC4)C. Drug 2: CC1=C(C(CCC1)(C)C)C=CC(=CC=CC(=CC(=O)O)C)C. Cell line: SK-MEL-28. Synergy scores: CSS=3.15, Synergy_ZIP=3.89, Synergy_Bliss=8.48, Synergy_Loewe=3.14, Synergy_HSA=3.70.